From a dataset of Catalyst prediction with 721,799 reactions and 888 catalyst types from USPTO. Predict which catalyst facilitates the given reaction. (1) Reactant: CC1C=CC(S(O)(=O)=O)=CC=1.C(OC([NH:19][C@H:20]([CH2:28][N:29]([CH3:39])[C:30]([O:32][CH2:33][CH2:34][Si:35]([CH3:38])([CH3:37])[CH3:36])=[O:31])[C@@H:21]([CH:23]1[CH2:27][CH2:26][CH2:25][CH2:24]1)[OH:22])=O)(C)(C)C. Product: [NH2:19][C@H:20]([CH2:28][N:29]([CH3:39])[C:30]([O:32][CH2:33][CH2:34][Si:35]([CH3:38])([CH3:37])[CH3:36])=[O:31])[C@@H:21]([CH:23]1[CH2:27][CH2:26][CH2:25][CH2:24]1)[OH:22]. The catalyst class is: 863. (2) Reactant: [CH3:1][C:2]1[CH:7]=[CH:6][N:5]=[CH:4][C:3]=1[N:8]1[CH:17]=[CH:16][C:15]2[C:10](=[CH:11][CH:12]=[CH:13][C:14]=2[N+:18]([O-])=O)[C:9]1=[O:21].CO. Product: [NH2:18][C:14]1[CH:13]=[CH:12][CH:11]=[C:10]2[C:15]=1[CH:16]=[CH:17][N:8]([C:3]1[CH:4]=[N:5][CH:6]=[CH:7][C:2]=1[CH3:1])[C:9]2=[O:21]. The catalyst class is: 45. (3) Reactant: [CH2:1]([N:3]([CH2:17][CH3:18])[C:4]1[CH:13]=[C:12]2[C:7]([CH:8]=[C:9]([CH:15]=O)[C:10](=[O:14])[O:11]2)=[CH:6][CH:5]=1)[CH3:2].[C:19]([CH2:22][CH2:23][CH2:24][CH2:25][CH2:26][N+:27]1[CH:32]=[CH:31][C:30]([CH3:33])=[C:29]([S:34]([O-:37])(=[O:36])=[O:35])[CH:28]=1)([OH:21])=[O:20].[CH3:38][N+:39]([CH2:42][C:43]([OH:45])=[O:44])([CH3:41])[CH3:40].CO.O. Product: [C:19]([CH2:22][CH2:23][CH2:24][CH2:25][CH2:26][N+:27]1[CH:32]=[CH:31][C:30](/[CH:33]=[CH:15]/[C:9]2[C:10](=[O:14])[O:11][C:12]3[C:7]([CH:8]=2)=[CH:6][CH:5]=[C:4]([N:3]([CH2:17][CH3:18])[CH2:1][CH3:2])[CH:13]=3)=[C:29]([S:34]([O-:37])(=[O:36])=[O:35])[CH:28]=1)([OH:21])=[O:20].[CH3:38][N+:39]([CH2:42][C:43]([OH:45])=[O:44])([CH3:41])[CH3:40]. The catalyst class is: 6. (4) Reactant: [NH2:1][C:2]1[CH:24]=[CH:23][C:5]([CH2:6][N:7]2[C:11]([CH3:12])=[C:10]([C:13]3[CH:20]=[CH:19][C:16]([C:17]#[N:18])=[C:15]([Cl:21])[CH:14]=3)[C:9]([CH3:22])=[N:8]2)=[CH:4][CH:3]=1.C(N(CC)CC)C.[CH3:32][S:33](Cl)(=[O:35])=[O:34].[Cl-].[NH4+]. Product: [Cl:21][C:15]1[CH:14]=[C:13]([C:10]2[C:9]([CH3:22])=[N:8][N:7]([CH2:6][C:5]3[CH:4]=[CH:3][C:2]([NH:1][S:33]([CH3:32])(=[O:35])=[O:34])=[CH:24][CH:23]=3)[C:11]=2[CH3:12])[CH:20]=[CH:19][C:16]=1[C:17]#[N:18]. The catalyst class is: 1. (5) Reactant: [NH2:1][C:2]1[CH:20]=[CH:19][C:5]([CH2:6][CH:7]2[CH2:11][CH2:10][N:9]([CH:12]3[CH2:17][CH2:16][CH2:15][CH2:14][CH2:13]3)[C:8]2=[O:18])=[C:4]([Cl:21])[CH:3]=1.[N:22]([CH2:25][C:26]([O:28][CH2:29][CH3:30])=[O:27])=[C:23]=[O:24]. Product: [Cl:21][C:4]1[CH:3]=[C:2]([NH:1][C:23]([NH:22][CH2:25][C:26]([O:28][CH2:29][CH3:30])=[O:27])=[O:24])[CH:20]=[CH:19][C:5]=1[CH2:6][CH:7]1[CH2:11][CH2:10][N:9]([CH:12]2[CH2:17][CH2:16][CH2:15][CH2:14][CH2:13]2)[C:8]1=[O:18]. The catalyst class is: 17. (6) Reactant: Br[C:2]1[CH:3]=[C:4]([C:8]2[N:9]=[C:10]([CH:20]([CH3:22])[CH3:21])[NH:11][C:12]=2[C:13]2[CH:18]=[CH:17][CH:16]=[C:15]([CH3:19])[N:14]=2)[CH:5]=[CH:6][CH:7]=1.[C:23]([C:25]1[CH:30]=[CH:29][C:28](B(O)O)=[CH:27][CH:26]=1)#N.[OH2:34].[C:35](#[N:37])C. Product: [CH:20]([C:10]1[NH:9][C:8]([C:4]2[CH:3]=[C:2]([C:28]3[CH:29]=[CH:30][C:25]([CH2:23][C:35]([NH2:37])=[O:34])=[CH:26][CH:27]=3)[CH:7]=[CH:6][CH:5]=2)=[C:12]([C:13]2[CH:18]=[CH:17][CH:16]=[C:15]([CH3:19])[N:14]=2)[N:11]=1)([CH3:22])[CH3:21]. The catalyst class is: 843. (7) Reactant: [OH:1][C:2]1[C:11]([CH3:12])=[CH:10][CH:9]=[CH:8][C:3]=1[C:4]([O:6][CH3:7])=[O:5].[N+:13]([O-])([O-:15])=[O:14].[Na+]. Product: [OH:1][C:2]1[C:11]([CH3:12])=[CH:10][C:9]([N+:13]([O-:15])=[O:14])=[CH:8][C:3]=1[C:4]([O:6][CH3:7])=[O:5]. The catalyst class is: 55.